From a dataset of Reaction yield outcomes from USPTO patents with 853,638 reactions. Predict the reaction yield, written as a fraction of the theoretical maximum amount of product (1.0 means a 100% yield; for example, 0.34 means a 34% yield). The product is [F:22][C:23]1[CH:24]=[CH:25][C:26]([CH2:27][O:28][CH2:29][C:30]([NH:32][CH2:33][CH2:34][CH2:35][CH2:36][CH2:37][C:38]2[N:39]=[C:40]([CH:43]=[O:44])[S:41][CH:42]=2)=[O:31])=[CH:45][CH:46]=1. The catalyst is ClCCl. The yield is 0.170. The reactants are [Cr](O[Cr]([O-])(=O)=O)([O-])(=O)=O.[NH+]1C=CC=CC=1.[NH+]1C=CC=CC=1.[F:22][C:23]1[CH:46]=[CH:45][C:26]([CH2:27][O:28][CH2:29][C:30]([NH:32][CH2:33][CH2:34][CH2:35][CH2:36][CH2:37][C:38]2[N:39]=[C:40]([CH2:43][OH:44])[S:41][CH:42]=2)=[O:31])=[CH:25][CH:24]=1.